The task is: Predict the product of the given reaction.. This data is from Forward reaction prediction with 1.9M reactions from USPTO patents (1976-2016). (1) Given the reactants [O:1]=[C:2]1[N:6]([CH2:7][C:8]([O:10][C:11]([CH3:14])([CH3:13])[CH3:12])=[O:9])[C:5]2[CH:15]=[CH:16][CH:17]=[CH:18][C:4]=2[NH:3]1.Br[C:20]1[CH:25]=[CH:24][CH:23]=[CH:22][N:21]=1.CC([O-])=O.[K+], predict the reaction product. The product is: [O:1]=[C:2]1[N:6]([CH2:7][C:8]([O:10][C:11]([CH3:14])([CH3:13])[CH3:12])=[O:9])[C:5]2[CH:15]=[CH:16][CH:17]=[CH:18][C:4]=2[N:3]1[C:20]1[CH:25]=[CH:24][CH:23]=[CH:22][N:21]=1. (2) Given the reactants [CH:1]([N:4]([CH2:8][CH2:9][CH:10]([C:17]1[CH:22]=[C:21]([CH3:23])[CH:20]=[CH:19][C:18]=1[O:24]C)[C:11]1[CH:16]=[CH:15][CH:14]=[CH:13][CH:12]=1)[CH:5]([CH3:7])[CH3:6])([CH3:3])[CH3:2].[BrH:26].O, predict the reaction product. The product is: [CH3:23][C:21]1[CH:20]=[CH:19][C:18]([OH:24])=[C:17]([CH:10]([C:11]2[CH:12]=[CH:13][CH:14]=[CH:15][CH:16]=2)[CH2:9][CH2:8][N:4]([CH:5]([CH3:7])[CH3:6])[CH:1]([CH3:2])[CH3:3])[CH:22]=1.[BrH:26]. (3) The product is: [ClH:17].[NH2:12][C:4]1[CH:3]=[C:2]([Br:1])[C:10]([F:11])=[CH:9][C:5]=1[C:6]([OH:8])=[O:7]. Given the reactants [Br:1][C:2]1[C:10]([F:11])=[CH:9][C:5]([C:6]([OH:8])=[O:7])=[C:4]([N+:12]([O-])=O)[CH:3]=1.Cl.[Sn](Cl)[Cl:17], predict the reaction product.